This data is from Forward reaction prediction with 1.9M reactions from USPTO patents (1976-2016). The task is: Predict the product of the given reaction. (1) Given the reactants Cl[C:2]1[C:7]([O:8][C:9]2[CH:14]=[C:13]([O:15][CH3:16])[CH:12]=[CH:11][C:10]=2[Cl:17])=[C:6]([Cl:18])[N:5]=[CH:4][N:3]=1.[K].[CH2:20]([NH:27][S:28](=[O:31])(=[O:30])[NH2:29])[C:21]1[CH:26]=[CH:25][CH:24]=[CH:23][CH:22]=1, predict the reaction product. The product is: [Cl:18][C:6]1[N:5]=[CH:4][N:3]=[C:2]([NH:29][S:28](=[O:30])(=[O:31])[NH:27][CH2:20][C:21]2[CH:26]=[CH:25][CH:24]=[CH:23][CH:22]=2)[C:7]=1[O:8][C:9]1[CH:14]=[C:13]([O:15][CH3:16])[CH:12]=[CH:11][C:10]=1[Cl:17]. (2) Given the reactants [Cl:1][CH2:2][C:3]([NH:5][CH2:6][C:7]1[CH:12]=[CH:11][CH:10]=[CH:9][CH:8]=1)=[O:4].[ClH:13].Cl.[CH3:15][O:16][C:17]1[CH:31]=[CH:30][C:20]([C:21](=[O:29])[CH2:22][N:23]2[CH2:28][CH2:27][NH:26][CH2:25][CH2:24]2)=[CH:19][CH:18]=1.C([O-])([O-])=O.[K+].[K+], predict the reaction product. The product is: [ClH:1].[ClH:13].[CH3:15][O:16][C:17]1[CH:18]=[CH:19][C:20]([C:21](=[O:29])[CH2:22][N:23]2[CH2:28][CH2:27][N:26]([CH2:2][C:3]([NH:5][CH2:6][C:7]3[CH:12]=[CH:11][CH:10]=[CH:9][CH:8]=3)=[O:4])[CH2:25][CH2:24]2)=[CH:30][CH:31]=1. (3) Given the reactants [CH3:1][O:2][C:3]1[CH:4]=[C:5]2[C:10](=[C:11]3[CH2:15][C:14]([CH3:17])([CH3:16])[O:13][C:12]=13)[C:9]([C:18]1[CH:19]=[CH:20][C:21](=[O:24])[NH:22][CH:23]=1)=[N:8][C:7]([CH3:26])([CH3:25])[CH2:6]2.[H-].[Na+].I[CH3:30].[OH-].[Na+], predict the reaction product. The product is: [CH3:30][N:22]1[CH:23]=[C:18]([C:9]2[C:10]3[C:5](=[CH:4][C:3]([O:2][CH3:1])=[C:12]4[O:13][C:14]([CH3:17])([CH3:16])[CH2:15][C:11]4=3)[CH2:6][C:7]([CH3:26])([CH3:25])[N:8]=2)[CH:19]=[CH:20][C:21]1=[O:24]. (4) Given the reactants [C:1]([O:5][C:6](=[O:15])[NH:7][C@@H:8]([CH2:13][OH:14])[C:9]([CH3:12])([CH3:11])[CH3:10])([CH3:4])([CH3:3])[CH3:2].C(N(CC)CC)C.[CH3:23][S:24](Cl)(=[O:26])=[O:25].ClCCl, predict the reaction product. The product is: [C:1]([O:5][C:6]([NH:7][C@H:8]([C:9]([CH3:12])([CH3:11])[CH3:10])[CH2:13][O:14][S:24]([CH3:23])(=[O:26])=[O:25])=[O:15])([CH3:4])([CH3:2])[CH3:3]. (5) Given the reactants [CH3:1][C:2]1([CH3:31])[C@H:4]([C:5]([O:7][C@@H:8]([C:11]2[CH:12]=[CH:13][CH:14]=[C:15]([O:17][C:18]3[CH:19]=[CH:20][CH:21]=[CH:22][CH:23]=3)[CH:16]=2)[C:9]#[N:10])=[O:6])[C@@H:3]1/[CH:24]=[C:25](\[Cl:30])/[C:26]([F:29])([F:28])[F:27].Cl/C(/C(F)(F)F)=C\[C@@H]1[C@H](C(Cl)=O)C1(C)C.O(C1C=C(C=CC=1)C=O)C1C=CC=CC=1, predict the reaction product. The product is: [C-:9]#[N:10].[CH3:1][C:2]1([CH3:31])[C@H:4]([C:5]([O:7][C@@H:8]([C:11]2[CH:12]=[CH:13][CH:14]=[C:15]([O:17][C:18]3[CH:19]=[CH:20][CH:21]=[CH:22][CH:23]=3)[CH:16]=2)[C:9]#[N:10])=[O:6])[C@@H:3]1/[CH:24]=[C:25](\[Cl:30])/[C:26]([F:27])([F:29])[F:28]. (6) Given the reactants [C:1](OC(O[C:1]([CH3:4])([CH3:3])[CH3:2])N(C)C)([CH3:4])([CH3:3])[CH3:2].[C:15]([O:19][C:20]([N:22]1[CH2:26][CH2:25][C@H:24]([OH:27])[C@H:23]1[C:28]([OH:30])=[O:29])=[O:21])([CH3:18])([CH3:17])[CH3:16], predict the reaction product. The product is: [OH:27][C@H:24]1[CH2:25][CH2:26][N:22]([C:20]([O:19][C:15]([CH3:18])([CH3:16])[CH3:17])=[O:21])[C@@H:23]1[C:28]([O:30][C:1]([CH3:4])([CH3:3])[CH3:2])=[O:29]. (7) Given the reactants [C:1]([O:5][C:6]([N:8]1[CH2:12][CH2:11][CH2:10][C@H:9]1[CH:13]([O:22][C:23]1[CH:24]=[C:25]2[C:29](=[CH:30][CH:31]=1)[NH:28][C:27]([CH2:32][C:33]([C:36]([O:38]CC)=[O:37])([CH3:35])[CH3:34])=[C:26]2[S:41][C:42]([CH3:45])([CH3:44])[CH3:43])[CH2:14][C:15]1[CH:20]=[CH:19][C:18]([Cl:21])=[CH:17][CH:16]=1)=[O:7])([CH3:4])([CH3:3])[CH3:2].C1COCC1.[OH-].[Li+].C(O)(=O)CC(CC(O)=O)(C(O)=O)O, predict the reaction product. The product is: [C:1]([O:5][C:6]([N:8]1[CH2:12][CH2:11][CH2:10][C@H:9]1[CH:13]([O:22][C:23]1[CH:24]=[C:25]2[C:29](=[CH:30][CH:31]=1)[NH:28][C:27]([CH2:32][C:33]([C:36]([OH:38])=[O:37])([CH3:34])[CH3:35])=[C:26]2[S:41][C:42]([CH3:45])([CH3:44])[CH3:43])[CH2:14][C:15]1[CH:20]=[CH:19][C:18]([Cl:21])=[CH:17][CH:16]=1)=[O:7])([CH3:2])([CH3:3])[CH3:4]. (8) Given the reactants [NH2:1][CH:2]([C:11]1[C:16]([O:17][CH3:18])=[CH:15][CH:14]=[CH:13][C:12]=1[O:19][CH3:20])[CH2:3][CH2:4][CH2:5][CH2:6][C:7]([O:9]C)=O.[N:21]1[CH:26]=[CH:25][C:24]([C:27]2[CH:28]=[C:29]([CH:32]=[CH:33][CH:34]=2)[CH:30]=O)=[CH:23][CH:22]=1, predict the reaction product. The product is: [CH3:20][O:19][C:12]1[CH:13]=[CH:14][CH:15]=[C:16]([O:17][CH3:18])[C:11]=1[CH:2]1[N:1]([CH2:30][C:29]2[CH:32]=[CH:33][CH:34]=[C:27]([C:24]3[CH:23]=[CH:22][N:21]=[CH:26][CH:25]=3)[CH:28]=2)[C:7](=[O:9])[CH2:6][CH2:5][CH2:4][CH2:3]1. (9) Given the reactants [F:1][C:2]1[CH:11]=[C:10]2[C:5]([CH:6]=[C:7]([CH:18]=[O:19])[C:8]([C:12]3[CH:17]=[CH:16][CH:15]=[CH:14][CH:13]=3)=[N:9]2)=[CH:4][CH:3]=1.[CH2:20]([Mg]Br)[CH2:21][CH:22]=[CH2:23], predict the reaction product. The product is: [F:1][C:2]1[CH:11]=[C:10]2[C:5]([CH:6]=[C:7]([CH:18]([OH:19])[CH2:23][CH2:22][CH:21]=[CH2:20])[C:8]([C:12]3[CH:17]=[CH:16][CH:15]=[CH:14][CH:13]=3)=[N:9]2)=[CH:4][CH:3]=1. (10) Given the reactants [CH3:1][O:2][C:3]1[CH:12]=[CH:11][C:6]2[C:7](=[O:10])[CH2:8][O:9][C:5]=2[C:4]=1[C:13]#[C:14][CH2:15][N:16]1[CH2:21][CH2:20][N:19]([C:22]([O:24][C:25]([CH3:28])([CH3:27])[CH3:26])=[O:23])[CH2:18][CH2:17]1.[NH:29]1[C:37]2[C:32](=[CH:33][CH:34]=[CH:35][CH:36]=2)[C:31]([CH:38]=O)=[N:30]1.N1CCCCC1, predict the reaction product. The product is: [NH:29]1[C:37]2[C:32](=[CH:33][CH:34]=[CH:35][CH:36]=2)[C:31](/[CH:38]=[C:8]2\[O:9][C:5]3[C:4]([C:13]#[C:14][CH2:15][N:16]4[CH2:17][CH2:18][N:19]([C:22]([O:24][C:25]([CH3:28])([CH3:27])[CH3:26])=[O:23])[CH2:20][CH2:21]4)=[C:3]([O:2][CH3:1])[CH:12]=[CH:11][C:6]=3[C:7]\2=[O:10])=[N:30]1.